Dataset: Full USPTO retrosynthesis dataset with 1.9M reactions from patents (1976-2016). Task: Predict the reactants needed to synthesize the given product. (1) Given the product [CH3:11][C:10]1[C:5]([C:3]([OH:4])=[O:2])=[C:6]([C:22]2[CH:23]=[N:24][CH:25]=[N:26][CH:27]=2)[CH:7]=[C:8]([C:12]2[CH:17]=[CH:16][CH:15]=[C:14]([C:18]([F:20])([F:21])[F:19])[CH:13]=2)[CH:9]=1, predict the reactants needed to synthesize it. The reactants are: C[O:2][C:3]([C:5]1[C:10]([CH3:11])=[CH:9][C:8]([C:12]2[CH:17]=[CH:16][CH:15]=[C:14]([C:18]([F:21])([F:20])[F:19])[CH:13]=2)=[CH:7][C:6]=1[C:22]1[CH:23]=[N:24][CH:25]=[N:26][CH:27]=1)=[O:4].[OH-].[Li+].Cl.O. (2) The reactants are: [NH2:1][C:2]1[CH:7]=[CH:6][CH:5]=[CH:4][C:3]=1[NH:8][C:9]1[N:17]=[C:16]2[C:12]([N:13]=[C:14]([CH2:19][N:20]3[CH2:25][CH2:24][CH:23]([C:26]([OH:29])([CH3:28])[CH3:27])[CH2:22][CH2:21]3)[N:15]2[CH3:18])=[C:11]([N:30]2[CH2:35][CH2:34][O:33][CH2:32][CH2:31]2)[N:10]=1.[C:36](O)(=O)[CH2:37][CH3:38]. Given the product [CH2:37]([C:38]1[N:8]([C:9]2[N:17]=[C:16]3[C:12]([N:13]=[C:14]([CH2:19][N:20]4[CH2:21][CH2:22][CH:23]([C:26]([OH:29])([CH3:28])[CH3:27])[CH2:24][CH2:25]4)[N:15]3[CH3:18])=[C:11]([N:30]3[CH2:31][CH2:32][O:33][CH2:34][CH2:35]3)[N:10]=2)[C:3]2[CH:4]=[CH:5][CH:6]=[CH:7][C:2]=2[N:1]=1)[CH3:36], predict the reactants needed to synthesize it. (3) Given the product [F:23][C:18]1[CH:17]=[C:16]([S:13]([NH:7][C:8]2[S:9][CH:10]=[CH:11][N:12]=2)(=[O:14])=[O:15])[CH:21]=[CH:20][C:19]=1[CH:37]([C:36]1[C:35]([C:32]2[CH:33]=[CH:34][O:30][CH:31]=2)=[N:42][CH:41]=[CH:40][CH:39]=1)[OH:38], predict the reactants needed to synthesize it. The reactants are: C(OC(=O)[N:7]([S:13]([C:16]1[CH:21]=[CH:20][C:19](F)=[C:18]([F:23])[CH:17]=1)(=[O:15])=[O:14])[C:8]1[S:9][CH:10]=[CH:11][N:12]=1)(C)(C)C.C([Li])CCC.[O:30]1[CH:34]=[CH:33][C:32]([C:35]2[N:42]=[CH:41][CH:40]=[CH:39][C:36]=2[CH:37]=[O:38])=[CH:31]1.Cl. (4) Given the product [CH:1]1([C:36]([C:25]2[CH:24]=[C:23]([C:20]3[CH:21]=[CH:22][C:17]([CH2:16][CH2:15][NH:14][C:12]([NH2:11])=[O:13])=[CH:18][CH:19]=3)[N:27]([C:28]3[CH:29]=[CH:30][C:31]([O:34][CH3:35])=[CH:32][CH:33]=3)[N:26]=2)=[O:37])[CH2:3][CH2:2]1, predict the reactants needed to synthesize it. The reactants are: [CH:1]1([Mg]Br)[CH2:3][CH2:2]1.C1(Br)CC1.[Mg].[NH2:11][C:12]([NH:14][CH2:15][CH2:16][C:17]1[CH:22]=[CH:21][C:20]([C:23]2[N:27]([C:28]3[CH:33]=[CH:32][C:31]([O:34][CH3:35])=[CH:30][CH:29]=3)[N:26]=[C:25]([C:36](N(OC)C)=[O:37])[CH:24]=2)=[CH:19][CH:18]=1)=[O:13]. (5) Given the product [Br:1][C:2]1[CH:9]=[CH:8][C:5]([CH:6]=[O:7])=[C:4]([O:10][CH2:19][CH2:20][CH2:21][O:22][Si:23]([C:26]([CH3:27])([CH3:29])[CH3:28])([CH3:24])[CH3:25])[CH:3]=1, predict the reactants needed to synthesize it. The reactants are: [Br:1][C:2]1[CH:9]=[CH:8][C:5]([CH:6]=[O:7])=[C:4]([OH:10])[CH:3]=1.CN(C=O)C.[H-].[Na+].Br[CH2:19][CH2:20][CH2:21][O:22][Si:23]([C:26]([CH3:29])([CH3:28])[CH3:27])([CH3:25])[CH3:24]. (6) Given the product [NH2:24][C:25]1[N:30]=[CH:29][C:28]([C:2]2[S:3][C:4]([C:15]#[C:16][C:17]3[CH:22]=[CH:21][C:20]([F:23])=[CH:19][CH:18]=3)=[C:5]([NH:7][C:8](=[O:14])[O:9][C:10]([CH3:13])([CH3:12])[CH3:11])[N:6]=2)=[CH:27][N:26]=1, predict the reactants needed to synthesize it. The reactants are: Cl[C:2]1[S:3][C:4]([C:15]#[C:16][C:17]2[CH:22]=[CH:21][C:20]([F:23])=[CH:19][CH:18]=2)=[C:5]([NH:7][C:8](=[O:14])[O:9][C:10]([CH3:13])([CH3:12])[CH3:11])[N:6]=1.[NH2:24][C:25]1[N:30]=[CH:29][C:28](B([O-])OC(C(C)(C)C)C)=[CH:27][N:26]=1.C(=O)([O-])[O-].[K+].[K+].C(Cl)Cl.